Predict the reaction yield, written as a fraction of the theoretical maximum amount of product (1.0 means a 100% yield; for example, 0.34 means a 34% yield). From a dataset of Reaction yield outcomes from USPTO patents with 853,638 reactions. (1) The reactants are [C:1]1([CH2:7][CH2:8][CH2:9][CH2:10][C:11]([OH:13])=O)[CH:6]=[CH:5][CH:4]=[CH:3][CH:2]=1.C(Cl)(=O)C(Cl)=O.N1C=CC=CC=1.[NH:26]1[CH2:31][CH2:30][O:29][CH2:28][CH2:27]1. The catalyst is C(Cl)Cl.O.CN(C=O)C. The product is [O:29]1[CH2:30][CH2:31][N:26]([C:11](=[O:13])[CH2:10][CH2:9][CH2:8][CH2:7][C:1]2[CH:2]=[CH:3][CH:4]=[CH:5][CH:6]=2)[CH2:27][CH2:28]1. The yield is 0.910. (2) The reactants are [Cl:1][C:2]1[CH:3]=[C:4]2[C:9](=[C:10]([Cl:12])[CH:11]=1)[CH2:8][N:7]([CH3:13])[CH2:6][CH:5]2[C:14]1[CH:19]=[CH:18][CH:17]=[CH:16][CH:15]=1.Cl[S:21]([OH:24])(=O)=[O:22].[NH3:25]. The catalyst is ClCCl. The product is [Cl:1][C:2]1[CH:3]=[C:4]2[C:9](=[C:10]([Cl:12])[CH:11]=1)[CH2:8][N:7]([CH3:13])[CH2:6][CH:5]2[C:14]1[CH:15]=[CH:16][C:17]([S:21]([NH2:25])(=[O:24])=[O:22])=[CH:18][CH:19]=1. The yield is 0.0300. (3) The reactants are [OH:1][C@@H:2]1[CH2:20][CH2:19][C@@:18]2([CH3:21])[C@H:4]([CH2:5][CH2:6][C@@H:7]3[C:17]2=[CH:16][CH2:15][C@@:14]2([CH3:22])[C@H:8]3[CH2:9][CH2:10]/[C:11]/2=[CH:12]/[CH3:13])[CH2:3]1.C(N(CC)CC)C.[C:30](OC(=O)C)(=[O:32])[CH3:31]. The catalyst is C(Cl)Cl.CN(C1C=CN=CC=1)C. The product is [C:30]([O:1][C@@H:2]1[CH2:20][CH2:19][C@@:18]2([CH3:21])[C@H:4]([CH2:5][CH2:6][C@@H:7]3[C:17]2=[CH:16][CH2:15][C@@:14]2([CH3:22])[C@H:8]3[CH2:9][CH2:10]/[C:11]/2=[CH:12]/[CH3:13])[CH2:3]1)(=[O:32])[CH3:31]. The yield is 0.950.